This data is from Drug-target binding data from BindingDB using IC50 measurements. The task is: Regression. Given a target protein amino acid sequence and a drug SMILES string, predict the binding affinity score between them. We predict pIC50 (pIC50 = -log10(IC50 in M); higher means more potent). Dataset: bindingdb_ic50. (1) The drug is C[C@H](CN1Cc2ccccc2C1)NC(=O)c1ccc(-c2noc(C(F)(F)F)n2)cc1. The target protein sequence is TKPRFTTGLVYDTLMLKHQCTCGSSSSHPEHAGRIQSIWSRLQETGLRGKCECIRGRKATLEELQTVHSEAHTLLYGTNPLNRQKLDSKKLLGSLASVFVRLPCGGVGVDSDTIWNEVHSAGAARLAVGCVVELVFKVATGELKNGFAVVRPPGHHAEESTPMGFCYFNSVAVAAKLLQQRLSVSKILIVDWDVHHGNGTQQAFYSDPSVLYMSLHRYDDGNFFPGSGAPDEVGTGPGVGFNVNMAFTGGLDPPMGDAEYLAAFRTVVMPIASEFAPDVVLVSSGFDAVEGHPTPLGGYNLSARCFGYLTKQLMGLAGGRIVLALEGGHDLTAICDASEACVSALLGNELDPLPEKVLQQRPNANAVRSMEKVMEIHSKYWRCLQ. The pIC50 is 7.4. (2) The compound is NCCCCCCCNCCCCCCCN. The target protein (Q6AY53) has sequence MEGTPSGAAPSSALAAVLKHSSALPPESAQVQGYDFNRGVDYHALLEAYGTTGFQATNFGRAVQQVNAMIEKKLEPLAVDEDHHEDLTQSRRPLTGCTIFLGYTSNLISSGIRETIRYLVQHNMVDVLVTTAGGVEEDLIKCLAPTYLGEFSLRGKELRENGINRIGNLLVPNDNYCKFEDWLMPILDQMVQEQNTEGVKWTPSKMISRLGKEINNPESVYYWAHKNHIPVLSPALTDGSLGDMIFFHSYKNPGLVLDIVEDLRLINMQAIFAKRTGMIILGGGVVKHHIANANLMRNGADYAVYINTAQEFDGSDSGARPDEAVSWGKIRMDAQPVKVYADASLVFPLLVAETFAQKADAFRAEKNED. The pIC50 is 4.2. (3) The small molecule is Oc1cc(-c2cccc(Cl)c2)nc2ncccc12. The target protein (P02550) has sequence MRECISIHVGQAGVQIGNACWELYCLEHGIQPDGQMPSDKTIGGGDDSFNTFFSETGAGKHVPRAVFVDLEPTVIDEVRTGTYRQLFHPEQLITGKEDAANNYARGHYTIGKEIIDLVLDRIRKLADQCTGLQGFSVFHSFGGGTGSGFTSLLMERLSVDYGKKSKLEFSIYPAPQVSTAVVEPYNSILTTHTTLEHSDCAFMVDNEAIYDICRRNLDIERPTYTNLNRLIGQIVSSITASLRFDGALNVDLTEFQTNLVPYPRAHFPLATYAPVISAEKAYHEQLSVAEITNACFEPANQMVKCDPRHGKYMACCLLYRGDVVPKDVNAAIATIKTKRTIQFVDWCPTGFKVGINYEPPTVVPGGDLAKVQRAVCMLSNTTAIAEAWARLDHKFDLMYAKRAFVHWYVGEGMEEGEFSEAREDMAALEKDYEEVGVDSVEGEGEEEGEEY. The pIC50 is 5.8.